From a dataset of Full USPTO retrosynthesis dataset with 1.9M reactions from patents (1976-2016). Predict the reactants needed to synthesize the given product. (1) Given the product [CH-:2]1[CH:11]=[CH:5][CH:4]=[CH:3]1.[CH-:15]1[CH:14]=[CH:4][CH:3]=[CH:2]1.[Zr+2:10], predict the reactants needed to synthesize it. The reactants are: [Li][CH2:2][CH2:3][CH2:4][CH3:5].[Cl-].[Cl-].[Cl-].[Cl-].[Zr+4:10].[CH3:11]CO[CH2:14][CH3:15]. (2) Given the product [CH3:1][C:2]([C:5]1[CH:9]=[C:8]([C:10]([NH:12][C:13]2[CH:21]=[CH:20][CH:19]=[C:15]([C:16]([NH:27][CH2:26][C:25]([F:29])([F:28])[F:24])=[O:17])[CH:14]=2)=[O:11])[N:7]([CH2:22][CH3:23])[N:6]=1)([CH3:4])[CH3:3], predict the reactants needed to synthesize it. The reactants are: [CH3:1][C:2]([C:5]1[CH:9]=[C:8]([C:10]([NH:12][C:13]2[CH:14]=[C:15]([CH:19]=[CH:20][CH:21]=2)[C:16](Cl)=[O:17])=[O:11])[N:7]([CH2:22][CH3:23])[N:6]=1)([CH3:4])[CH3:3].[F:24][C:25]([F:29])([F:28])[CH2:26][NH2:27].C(N(CC)CC)C. (3) Given the product [CH3:27][C:24]1[O:25][C:26]2[C:18]([C:16]([NH:15][C:6]3([C:4]([OH:5])=[O:3])[CH2:14][C:13]4[C:8](=[CH:9][CH:10]=[CH:11][CH:12]=4)[CH2:7]3)=[O:17])=[CH:19][CH:20]=[CH:21][C:22]=2[CH:23]=1, predict the reactants needed to synthesize it. The reactants are: C([O:3][C:4]([C:6]1([NH:15][C:16]([C:18]2[C:26]3[O:25][C:24]([CH3:27])=[CH:23][C:22]=3[CH:21]=[CH:20][CH:19]=2)=[O:17])[CH2:14][C:13]2[C:8](=[CH:9][CH:10]=[CH:11][CH:12]=2)[CH2:7]1)=[O:5])C.O1CCOCC1.CO.[Li+].[OH-].